The task is: Predict the reactants needed to synthesize the given product.. This data is from Full USPTO retrosynthesis dataset with 1.9M reactions from patents (1976-2016). (1) Given the product [OH:21][C@:10]12[CH2:11][C:12](=[O:20])[CH2:13][CH2:14][C@:15]1([CH3:16])[C@@H:17]1[C@H:7]([C@H:6]3[C@@:2]([CH2:19][CH2:18]1)([CH3:1])[C:3](=[O:22])[CH2:4][CH2:5]3)[CH2:8][CH2:9]2, predict the reactants needed to synthesize it. The reactants are: [CH3:1][C@:2]12[CH2:19][CH2:18][C@H:17]3[C@@H:7]([CH2:8][CH2:9][C@:10]4([OH:21])[C@:15]3([CH3:16])[CH2:14][CH2:13][C@H:12]([OH:20])[CH2:11]4)[C@@H:6]1[CH2:5][CH2:4][C@@H:3]2[OH:22]. (2) Given the product [CH3:18][C:3]1[C:2]([NH:1][CH3:19])=[C:6]([CH3:7])[N:5]([CH2:8][CH2:9][NH:10][C:11](=[O:17])[O:12][C:13]([CH3:14])([CH3:15])[CH3:16])[N:4]=1, predict the reactants needed to synthesize it. The reactants are: [NH2:1][C:2]1[C:3]([CH3:18])=[N:4][N:5]([CH2:8][CH2:9][NH:10][C:11](=[O:17])[O:12][C:13]([CH3:16])([CH3:15])[CH3:14])[C:6]=1[CH3:7].[CH3:19][O-].[Na+].C=O.[BH4-].[Na+].[OH-].[Na+].[Na+].[Cl-]. (3) Given the product [Cl:1][C:2]1[CH:3]=[CH:4][C:5]([C:25]#[N:26])=[C:6]([C:8]2[C:13]([O:14][CH3:15])=[CH:12][N:11]([CH:16]([CH:32]([OH:33])[CH:29]3[CH2:30][CH2:31][O:27][CH2:28]3)[C:17]([O:19][C:20]([CH3:21])([CH3:22])[CH3:23])=[O:18])[C:10](=[O:24])[CH:9]=2)[CH:7]=1, predict the reactants needed to synthesize it. The reactants are: [Cl:1][C:2]1[CH:3]=[CH:4][C:5]([C:25]#[N:26])=[C:6]([C:8]2[C:13]([O:14][CH3:15])=[CH:12][N:11]([CH2:16][C:17]([O:19][C:20]([CH3:23])([CH3:22])[CH3:21])=[O:18])[C:10](=[O:24])[CH:9]=2)[CH:7]=1.[O:27]1[CH2:31][CH2:30][CH:29]([CH:32]=[O:33])[CH2:28]1.[Cl-].[NH4+].